This data is from Catalyst prediction with 721,799 reactions and 888 catalyst types from USPTO. The task is: Predict which catalyst facilitates the given reaction. Reactant: [Cl:1][C:2]1[CH:7]=[C:6]([Cl:8])[C:5]([O:9][CH3:10])=[CH:4][C:3]=1[NH:11][C:12]1[C:21]2[C:16](=[CH:17][C:18](F)=[C:19]([O:22][CH2:23][CH3:24])[CH:20]=2)[N:15]=[CH:14][C:13]=1[C:26]#[N:27].[CH2:28]([N:30]1[CH2:35][CH2:34][N:33]([CH2:36][CH2:37][CH2:38][OH:39])[CH2:32][CH2:31]1)[CH3:29].[H-].[Na+].C(=O)(O)[O-].[Na+]. Product: [Cl:1][C:2]1[CH:7]=[C:6]([Cl:8])[C:5]([O:9][CH3:10])=[CH:4][C:3]=1[NH:11][C:12]1[C:21]2[C:16](=[CH:17][C:18]([O:39][CH2:38][CH2:37][CH2:36][N:33]3[CH2:32][CH2:31][N:30]([CH2:28][CH3:29])[CH2:35][CH2:34]3)=[C:19]([O:22][CH2:23][CH3:24])[CH:20]=2)[N:15]=[CH:14][C:13]=1[C:26]#[N:27]. The catalyst class is: 9.